Dataset: M1 muscarinic receptor antagonist screen with 61,756 compounds. Task: Binary Classification. Given a drug SMILES string, predict its activity (active/inactive) in a high-throughput screening assay against a specified biological target. (1) The compound is O=C(Nc1cc2Nc3c(CCc2cc1)cccc3)CN(CC)CC. The result is 0 (inactive). (2) The drug is O=c1[nH]c(=O)n(c2nc(n(CCC(C)C)c12)NCCC)C. The result is 0 (inactive).